From a dataset of Full USPTO retrosynthesis dataset with 1.9M reactions from patents (1976-2016). Predict the reactants needed to synthesize the given product. (1) Given the product [CH3:1][O:2][C:3](=[O:16])[C:4]1[CH:9]=[C:8]([N+:10]([O-:12])=[O:11])[C:7]([NH2:13])=[C:6]([F:14])[C:5]=1[NH:29][C:19]1[CH:20]=[CH:21][C:22]([O:24][C:25]([F:26])([F:27])[F:28])=[CH:23][C:18]=1[CH3:17], predict the reactants needed to synthesize it. The reactants are: [CH3:1][O:2][C:3](=[O:16])[C:4]1[CH:9]=[C:8]([N+:10]([O-:12])=[O:11])[C:7]([NH2:13])=[C:6]([F:14])[C:5]=1F.[CH3:17][C:18]1[CH:23]=[C:22]([O:24][C:25]([F:28])([F:27])[F:26])[CH:21]=[CH:20][C:19]=1[NH2:29].Cl. (2) Given the product [N+:6](=[C:7]1[N:11]=[CH:10][N:9]=[C:8]1[C:12]([NH2:14])=[O:13])=[N-:1], predict the reactants needed to synthesize it. The reactants are: [N:1]([O-])=O.[Na+].Cl.[NH2:6][C:7]1[NH:11][CH:10]=[N:9][C:8]=1[C:12]([NH2:14])=[O:13]. (3) Given the product [F:24][C:19]1[CH:18]=[CH:17][C:16]([C:2]2[CH:3]=[CH:4][C:5]3[NH:10][CH:9]([CH3:11])[O:8][C:7]([CH3:13])([CH3:12])[C:6]=3[CH:14]=2)=[CH:23][C:20]=1[C:21]#[N:22], predict the reactants needed to synthesize it. The reactants are: Br[C:2]1[CH:3]=[CH:4][C:5]2[NH:10][CH:9]([CH3:11])[O:8][C:7]([CH3:13])([CH3:12])[C:6]=2[CH:14]=1.Br[C:16]1[CH:17]=[CH:18][C:19]([F:24])=[C:20]([CH:23]=1)[C:21]#[N:22]. (4) Given the product [F:9][C:7]1[CH:6]=[C:5]([C:10]2[CH:15]=[CH:14][C:13](=[O:16])[N:12]([CH2:17][C:18]3[CH:23]=[CH:22][CH:21]=[C:20]([C:24]4[N:29]=[C:28]([N:30]5[CH2:35][CH2:34][NH:33][CH2:32][CH2:31]5)[CH:27]=[CH:26][N:25]=4)[CH:19]=3)[N:11]=2)[CH:4]=[C:3]([F:2])[CH:8]=1, predict the reactants needed to synthesize it. The reactants are: Cl.[F:2][C:3]1[CH:4]=[C:5]([C:10]2[CH:15]=[CH:14][C:13](=[O:16])[N:12]([CH2:17][C:18]3[CH:19]=[C:20]([C:24]4[N:29]=[C:28]([N:30]5[CH2:35][CH2:34][N:33](C(OC(C)(C)C)=O)[CH2:32][CH2:31]5)[CH:27]=[CH:26][N:25]=4)[CH:21]=[CH:22][CH:23]=3)[N:11]=2)[CH:6]=[C:7]([F:9])[CH:8]=1. (5) Given the product [CH2:1]([C@@:3]1([C:28]#[N:29])[CH2:7][CH2:6][N:5]([C:8]2[CH:13]=[CH:12][N:11]=[C:10]([NH:14][C:15]3[CH:16]=[CH:17][C:18]([N:21]4[CH2:26][CH2:25][O:24][CH2:23][CH2:22]4)=[CH:19][CH:20]=3)[N:9]=2)[C:4]1=[O:27])[CH3:2], predict the reactants needed to synthesize it. The reactants are: [CH2:1]([C:3]1([C:28]#[N:29])[CH2:7][CH2:6][N:5]([C:8]2[CH:13]=[CH:12][N:11]=[C:10]([NH:14][C:15]3[CH:20]=[CH:19][C:18]([N:21]4[CH2:26][CH2:25][O:24][CH2:23][CH2:22]4)=[CH:17][CH:16]=3)[N:9]=2)[C:4]1=[O:27])[CH3:2].C(=O)=O.CO.C(#N)C. (6) Given the product [CH:15]1([N:8]([CH2:9][CH2:10][C:11]([F:12])([F:13])[F:14])[C:7]2[CH:6]=[CH:5][C:4]([C@H:21]3[CH2:23][C@H:22]3[C:24]([O:26][CH2:27][CH3:28])=[O:25])=[CH:3][C:2]=2[NH:1][C:29]([NH:42][C:43]2[CH:48]=[CH:47][C:46]([CH3:49])=[CH:45][CH:44]=2)=[O:30])[CH2:20][CH2:19][CH2:18][CH2:17][CH2:16]1, predict the reactants needed to synthesize it. The reactants are: [NH2:1][C:2]1[CH:3]=[C:4]([C@H:21]2[CH2:23][C@H:22]2[C:24]([O:26][CH2:27][CH3:28])=[O:25])[CH:5]=[CH:6][C:7]=1[N:8]([CH:15]1[CH2:20][CH2:19][CH2:18][CH2:17][CH2:16]1)[CH2:9][CH2:10][C:11]([F:14])([F:13])[F:12].[C:29](Cl)(=O)[O:30]C1C=CC([N+]([O-])=O)=CC=1.[NH2:42][C:43]1[CH:48]=[CH:47][C:46]([CH3:49])=[CH:45][CH:44]=1.C(N(CC)CC)C. (7) Given the product [F:18][C:19]1[CH:25]=[C:24]([F:26])[CH:23]=[C:21]2[C:20]=1[C:6](=[O:8])[C:5](=[O:3])[NH:22]2, predict the reactants needed to synthesize it. The reactants are: Cl.N[OH:3].Cl[C:5](Cl)(Cl)[CH:6]([OH:8])O.S([O-])([O-])(=O)=O.[Na+].[Na+].[F:18][C:19]1[CH:20]=[C:21]([CH:23]=[C:24]([F:26])[CH:25]=1)[NH2:22].